From a dataset of Peptide-MHC class II binding affinity with 134,281 pairs from IEDB. Regression. Given a peptide amino acid sequence and an MHC pseudo amino acid sequence, predict their binding affinity value. This is MHC class II binding data. (1) The peptide sequence is AYLVLDPLIYFGPFA. The MHC is HLA-DPA10301-DPB10402 with pseudo-sequence HLA-DPA10301-DPB10402. The binding affinity (normalized) is 0.724. (2) The peptide sequence is RIVVPCREQDELIGR. The MHC is DRB4_0103 with pseudo-sequence DRB4_0103. The binding affinity (normalized) is 0.379. (3) The peptide sequence is MGKATTEEQKLIEDV. The MHC is HLA-DPA10201-DPB10101 with pseudo-sequence HLA-DPA10201-DPB10101. The binding affinity (normalized) is 0.320.